From a dataset of Forward reaction prediction with 1.9M reactions from USPTO patents (1976-2016). Predict the product of the given reaction. Given the reactants C[Al](C)C.[N:5]1[CH:10]=[CH:9][CH:8]=[CH:7][C:6]=1[NH2:11].[OH:12][C@@H:13]([CH2:18][O:19][C@H:20]([CH3:33])[CH2:21][O:22][Si:23]([CH:30]([CH3:32])[CH3:31])([CH:27]([CH3:29])[CH3:28])[CH:24]([CH3:26])[CH3:25])[C:14](OC)=[O:15], predict the reaction product. The product is: [OH:12][C@@H:13]([CH2:18][O:19][C@H:20]([CH3:33])[CH2:21][O:22][Si:23]([CH:27]([CH3:29])[CH3:28])([CH:30]([CH3:32])[CH3:31])[CH:24]([CH3:25])[CH3:26])[C:14]([NH:11][C:6]1[CH:7]=[CH:8][CH:9]=[CH:10][N:5]=1)=[O:15].